From a dataset of Full USPTO retrosynthesis dataset with 1.9M reactions from patents (1976-2016). Predict the reactants needed to synthesize the given product. (1) The reactants are: F[P-](F)(F)(F)(F)F.N1(O[P+](N(C)C)(N(C)C)N(C)C)C2C=CC=CC=2N=N1.[Cl:28][C:29]1[CH:30]=[C:31]([C:36]2[CH:41]=[C:40]([C:42]([F:45])([F:44])[F:43])[N:39]3[N:46]=[C:47]([C:49](O)=[O:50])[CH:48]=[C:38]3[N:37]=2)[CH:32]=[CH:33][C:34]=1[Cl:35].[CH2:52]([NH2:59])[C:53]1[CH:58]=[CH:57][CH:56]=[CH:55][CH:54]=1.C(N(CC)CC)C. Given the product [CH2:52]([NH:59][C:49]([C:47]1[CH:48]=[C:38]2[N:37]=[C:36]([C:31]3[CH:32]=[CH:33][C:34]([Cl:35])=[C:29]([Cl:28])[CH:30]=3)[CH:41]=[C:40]([C:42]([F:45])([F:43])[F:44])[N:39]2[N:46]=1)=[O:50])[C:53]1[CH:58]=[CH:57][CH:56]=[CH:55][CH:54]=1, predict the reactants needed to synthesize it. (2) Given the product [C:1]([NH:5][S:6]([C:9]1[C:18]2[C:13](=[CH:14][CH:15]=[CH:16][CH:17]=2)[C:12]([C:19]2[O:23][C:22]([C:35]([O:37][CH2:38][CH3:39])=[O:36])=[N:21][C:20]=2[CH2:24][CH:25]2[CH2:28][CH2:27][CH2:26]2)=[CH:11][CH:10]=1)(=[O:8])=[O:7])([CH3:4])([CH3:2])[CH3:3], predict the reactants needed to synthesize it. The reactants are: [C:1]([NH:5][S:6]([C:9]1[C:18]2[C:13](=[CH:14][CH:15]=[CH:16][CH:17]=2)[C:12]([C:19]2[O:23][CH:22]=[N:21][C:20]=2[CH2:24][CH:25]2[CH2:28][CH2:27][CH2:26]2)=[CH:11][CH:10]=1)(=[O:8])=[O:7])([CH3:4])([CH3:3])[CH3:2].C([Li])CCC.Cl[C:35]([O:37][CH2:38][CH3:39])=[O:36]. (3) Given the product [C:14]([O:17][C:18]([NH:1][C@@H:2]([CH2:6][CH3:7])[C:3]([OH:5])=[O:4])=[O:19])([CH3:16])([CH3:15])[CH3:13], predict the reactants needed to synthesize it. The reactants are: [NH2:1][C@@H:2]([CH2:6][CH3:7])[C:3]([OH:5])=[O:4].C1COCC1.[CH3:13][C:14]([O:17][C:18](O[C:18]([O:17][C:14]([CH3:16])([CH3:15])[CH3:13])=[O:19])=[O:19])([CH3:16])[CH3:15].CCOC(C)=O.